This data is from Acute oral toxicity (LD50) regression data from Zhu et al.. The task is: Regression/Classification. Given a drug SMILES string, predict its toxicity properties. Task type varies by dataset: regression for continuous values (e.g., LD50, hERG inhibition percentage) or binary classification for toxic/non-toxic outcomes (e.g., AMES mutagenicity, cardiotoxicity, hepatotoxicity). Dataset: ld50_zhu. (1) The drug is CCOc1ccccc1N1CCN(CC=Cc2ccc3c(c2)CCC(=O)N3)CC1. The rat oral LD50 is 2.89, given as -log10 of the dose in mol/kg body weight (higher means more acutely toxic). (2) The molecule is CCOP(=S)(OCC)OCCS(=O)CC. The rat oral LD50 is 3.44, given as -log10 of the dose in mol/kg body weight (higher means more acutely toxic). (3) The drug is CC(N)(CO)CO. The rat oral LD50 is 0.791, given as -log10 of the dose in mol/kg body weight (higher means more acutely toxic). (4) The compound is CC(Cc1ccccc1)(NC(=O)CN)c1ccccc1. The rat oral LD50 is 2.35, given as -log10 of the dose in mol/kg body weight (higher means more acutely toxic). (5) The compound is Clc1c(Cl)c(Cl)c(Cl)c(Cl)c1Cl. The rat oral LD50 is 1.46, given as -log10 of the dose in mol/kg body weight (higher means more acutely toxic). (6) The compound is CCCCCC(=O)NO. The rat oral LD50 is 1.61, given as -log10 of the dose in mol/kg body weight (higher means more acutely toxic). (7) The molecule is NC(N)=O. The rat oral LD50 is 0.851, given as -log10 of the dose in mol/kg body weight (higher means more acutely toxic).